From a dataset of Reaction yield outcomes from USPTO patents with 853,638 reactions. Predict the reaction yield, written as a fraction of the theoretical maximum amount of product (1.0 means a 100% yield; for example, 0.34 means a 34% yield). (1) The reactants are [CH3:1][O:2][C:3]1[C:4]([O:18][S:19]([C:22]2[CH:28]=[CH:27][C:25]([CH3:26])=[CH:24][CH:23]=2)(=[O:21])=[O:20])=[C:5](/[CH:11]=[CH:12]/[CH2:13][CH2:14][C:15]([OH:17])=[O:16])[CH:6]=[CH:7][C:8]=1[O:9][CH3:10]. The catalyst is CO.CCO.[Pd]. The product is [S:19]([O:18][C:4]1[C:3]([O:2][CH3:1])=[C:8]([O:9][CH3:10])[CH:7]=[CH:6][C:5]=1[CH2:11][CH2:12][CH2:13][CH2:14][C:15]([OH:17])=[O:16])([C:22]1[CH:23]=[CH:24][C:25]([CH3:26])=[CH:27][CH:28]=1)(=[O:20])=[O:21]. The yield is 0.750. (2) The reactants are [N+:1]([C:4]1[CH:5]=[C:6]([C:10]2[O:11][C:12]3[CH:17]=[CH:16][N:15]=[CH:14][C:13]=3[N:18]=2)[CH:7]=[CH:8][CH:9]=1)([O-])=O.[NH4+].[Cl-]. The catalyst is CO.O.[Fe]. The product is [O:11]1[C:12]2[CH:17]=[CH:16][N:15]=[CH:14][C:13]=2[N:18]=[C:10]1[C:6]1[CH:5]=[C:4]([NH2:1])[CH:9]=[CH:8][CH:7]=1. The yield is 0.850.